Dataset: Reaction yield outcomes from USPTO patents with 853,638 reactions. Task: Predict the reaction yield, written as a fraction of the theoretical maximum amount of product (1.0 means a 100% yield; for example, 0.34 means a 34% yield). (1) The reactants are CS(O[CH2:6][CH2:7][CH2:8][N:9]1[CH2:13][CH2:12][N:11]([CH2:14][CH2:15][N:16]2[CH2:21][CH2:20][CH2:19][CH2:18][CH2:17]2)[C:10]1=[C:22]([C:25]#[N:26])[C:23]#[N:24])(=O)=O.[CH2:27]1[C:36]2[C:31](=[CH:32][CH:33]=[CH:34][CH:35]=2)[CH2:30][CH2:29][NH:28]1.[I-].[K+].O. The catalyst is O1CCOCC1. The product is [CH2:27]1[C:36]2[C:31](=[CH:32][CH:33]=[CH:34][CH:35]=2)[CH2:30][CH2:29][N:28]1[CH2:6][CH2:7][CH2:8][N:9]1[CH2:13][CH2:12][N:11]([CH2:14][CH2:15][N:16]2[CH2:21][CH2:20][CH2:19][CH2:18][CH2:17]2)[C:10]1=[C:22]([C:25]#[N:26])[C:23]#[N:24]. The yield is 0.714. (2) The reactants are C([O-])([O-])=O.[K+].[K+].C([O:10][C:11]1[CH:16]=[CH:15][CH:14]=[C:13]([CH2:17][O:18][C:19]2[CH:24]=[CH:23][CH:22]=[C:21]([C:25]([NH2:27])=[O:26])[CH:20]=2)[CH:12]=1)(=O)C.Cl.CCOCC. The catalyst is O. The product is [OH:10][C:11]1[CH:12]=[C:13]([CH:14]=[CH:15][CH:16]=1)[CH2:17][O:18][C:19]1[CH:20]=[C:21]([C:25]([NH2:27])=[O:26])[CH:22]=[CH:23][CH:24]=1. The yield is 0.460. (3) The reactants are Br[CH2:2][C:3]([N:5]1[CH:11]([CH3:12])[CH2:10][C:9]2[CH:13]=[C:14]3[O:19][CH2:18][O:17][C:15]3=[CH:16][C:8]=2[C:7]([C:20]2[CH:25]=[CH:24][C:23]([N+:26]([O-:28])=[O:27])=[CH:22][CH:21]=2)=[N:6]1)=O.[C:29]([NH2:32])(=[S:31])[CH3:30].O. The yield is 0.370. The catalyst is CN(C)C=O. The product is [CH3:12][CH:11]1[CH2:10][C:9]2[CH:13]=[C:14]3[O:19][CH2:18][O:17][C:15]3=[CH:16][C:8]=2[C:7]([C:20]2[CH:25]=[CH:24][C:23]([N+:26]([O-:28])=[O:27])=[CH:22][CH:21]=2)=[N:6][N:5]1[C:3]1[N:32]=[C:29]([CH3:30])[S:31][CH:2]=1. (4) The product is [NH2:32][C@:16]12[CH2:28][CH2:27][C@@H:26]([C:29]([CH3:31])=[CH2:30])[C@@H:17]1[C@@H:18]1[C@@:13]([CH3:33])([CH2:14][CH2:15]2)[C@@:12]2([CH3:34])[C@@H:21]([C@:22]3([CH3:25])[C@@H:9]([CH2:10][CH2:11]2)[C:8]([CH3:35])([CH3:36])[C:7]([C:47]2[CH2:57][C:49]4([CH2:50][CH:51]([C:53]([O:55][CH3:56])=[O:54])[CH2:52]4)[CH:48]=2)=[CH:24][CH2:23]3)[CH2:20][CH2:19]1. The yield is 0.739. The reactants are FC(F)(F)S(O[C:7]1[C:8]([CH3:36])([CH3:35])[C@H:9]2[C@:22]([CH3:25])([CH2:23][CH:24]=1)[C@@H:21]1[C@:12]([CH3:34])([C@@:13]3([CH3:33])[C@H:18]([CH2:19][CH2:20]1)[C@H:17]1[C@H:26]([C:29]([CH3:31])=[CH2:30])[CH2:27][CH2:28][C@:16]1([NH2:32])[CH2:15][CH2:14]3)[CH2:11][CH2:10]2)(=O)=O.CC1(C)C(C)(C)OB([C:47]2[CH2:57][C:49]3([CH2:52][CH:51]([C:53]([O:55][CH3:56])=[O:54])[CH2:50]3)[CH:48]=2)O1.O.C(=O)([O-])[O-].[Na+].[Na+]. The catalyst is O1CCOCC1.O.C1C=CC([P]([Pd]([P](C2C=CC=CC=2)(C2C=CC=CC=2)C2C=CC=CC=2)([P](C2C=CC=CC=2)(C2C=CC=CC=2)C2C=CC=CC=2)[P](C2C=CC=CC=2)(C2C=CC=CC=2)C2C=CC=CC=2)(C2C=CC=CC=2)C2C=CC=CC=2)=CC=1. (5) The reactants are [F:1][C:2]1[CH:20]=[CH:19][C:5]([CH2:6][NH:7][C@H:8]2[C@H:13]3[CH2:14][C@H:10]([CH2:11][CH2:12]3)[C@H:9]2[C:15](OC)=[O:16])=[CH:4][C:3]=1[CH3:21].[CH3:22][S:23]([NH:26][C:27]1[CH:42]=[CH:41][C:30]2[NH:31][C:32]([CH2:37][C:38](O)=[O:39])=[N:33][S:34](=[O:36])(=[O:35])[C:29]=2[CH:28]=1)(=[O:25])=[O:24].CN1CCOCC1.Cl.CN(C)CCCN=C=NCC.C(N(CC)CC)C. The catalyst is CN(C)C=O.C(OCC)(=O)C. The product is [F:1][C:2]1[CH:20]=[CH:19][C:5]([CH2:6][N:7]2[C:38](=[O:39])[C:37]([C:32]3[NH:31][C:30]4[CH:41]=[CH:42][C:27]([NH:26][S:23]([CH3:22])(=[O:25])=[O:24])=[CH:28][C:29]=4[S:34](=[O:36])(=[O:35])[N:33]=3)=[C:15]([OH:16])[C@H:9]3[C@@H:8]2[C@H:13]2[CH2:14][C@@H:10]3[CH2:11][CH2:12]2)=[CH:4][C:3]=1[CH3:21]. The yield is 0.680.